This data is from Reaction yield outcomes from USPTO patents with 853,638 reactions. The task is: Predict the reaction yield, written as a fraction of the theoretical maximum amount of product (1.0 means a 100% yield; for example, 0.34 means a 34% yield). (1) The reactants are [CH3:1][O:2][C:3]1[CH:8]=[CH:7][CH:6]=[CH:5][C:4]=1[C:9]1[CH:17]=[C:16]2[C:12]([CH2:13][C:14](=[O:18])[NH:15]2)=[CH:11][CH:10]=1.[N:19]1([CH2:24][CH2:25][NH:26][C:27]([C:29]2[C:33]([C:34]3[CH:39]=[CH:38][CH:37]=[CH:36][CH:35]=3)=[C:32]([CH:40]=O)[NH:31][C:30]=2[CH3:42])=[O:28])[CH2:23][CH2:22][CH2:21][CH2:20]1. No catalyst specified. The product is [N:19]1([CH2:24][CH2:25][NH:26][C:27]([C:29]2[C:33]([C:34]3[CH:35]=[CH:36][CH:37]=[CH:38][CH:39]=3)=[C:32]([CH:40]=[C:13]3[C:12]4[C:16](=[CH:17][C:9]([C:4]5[CH:5]=[CH:6][CH:7]=[CH:8][C:3]=5[O:2][CH3:1])=[CH:10][CH:11]=4)[NH:15][C:14]3=[O:18])[NH:31][C:30]=2[CH3:42])=[O:28])[CH2:20][CH2:21][CH2:22][CH2:23]1. The yield is 0.350. (2) The reactants are N1C[CH:3]([CH2:5][N:6]2[CH:10]=[C:9]([C:11]3[C:19]4[C:14](=[CH:15][C:16]([F:20])=[CH:17][CH:18]=4)[NH:13][CH:12]=3)[CH:8]=[N:7]2)C1.S(=O)(=O)(O)O.[OH2:26].[CH3:27][OH:28]. No catalyst specified. The product is [F:20][C:16]1[CH:15]=[C:14]2[C:19]([C:11]([C:9]3[CH:8]=[N:7][N:6]([CH2:5][C:3]([O:28][CH3:27])=[O:26])[CH:10]=3)=[CH:12][NH:13]2)=[CH:18][CH:17]=1. The yield is 0.310. (3) The reactants are C([Li])CCC.[C:6]([O:10][C:11](=[O:51])[N:12]([CH:38]1[CH2:43][CH2:42][N:41]([CH2:44][C:45]2[CH:50]=[CH:49][CH:48]=[CH:47][CH:46]=2)[CH2:40][CH2:39]1)[CH2:13][C:14]1[N:15]=[CH:16][N:17]([C:19]([C:32]2[CH:37]=[CH:36][CH:35]=[CH:34][CH:33]=2)([C:26]2[CH:31]=[CH:30][CH:29]=[CH:28][CH:27]=2)[C:20]2[CH:25]=[CH:24][CH:23]=[CH:22][CH:21]=2)[CH:18]=1)([CH3:9])([CH3:8])[CH3:7].CN([CH:55]=[O:56])C.O. The catalyst is CCCCCC.C1COCC1. The product is [C:6]([O:10][C:11](=[O:51])[N:12]([CH:38]1[CH2:43][CH2:42][N:41]([CH2:44][C:45]2[CH:50]=[CH:49][CH:48]=[CH:47][CH:46]=2)[CH2:40][CH2:39]1)[CH2:13][C:14]1[N:15]=[C:16]([CH:55]=[O:56])[N:17]([C:19]([C:20]2[CH:25]=[CH:24][CH:23]=[CH:22][CH:21]=2)([C:32]2[CH:33]=[CH:34][CH:35]=[CH:36][CH:37]=2)[C:26]2[CH:31]=[CH:30][CH:29]=[CH:28][CH:27]=2)[CH:18]=1)([CH3:9])([CH3:7])[CH3:8]. The yield is 0.480. (4) The catalyst is C(O)C. The reactants are C([O:3][C:4]([C:6]1[NH:7][C:8]([CH3:32])=[C:9]([C:12](=[O:31])[C:13](=[O:30])[N:14]2[CH2:19][CH2:18][N:17]([C:20]3[CH:25]=[CH:24][CH:23]=[C:22]([C:26]([F:29])([F:28])[F:27])[CH:21]=3)[CH2:16][CH2:15]2)[C:10]=1[CH3:11])=[O:5])C.O. The product is [CH3:11][C:10]1[C:9]([C:12](=[O:31])[C:13](=[O:30])[N:14]2[CH2:15][CH2:16][N:17]([C:20]3[CH:25]=[CH:24][CH:23]=[C:22]([C:26]([F:28])([F:29])[F:27])[CH:21]=3)[CH2:18][CH2:19]2)=[C:8]([CH3:32])[NH:7][C:6]=1[C:4]([OH:5])=[O:3]. The yield is 0.850. (5) The reactants are [C:1]([C:3]1[CH:8]=[CH:7][C:6]([NH:9][CH:10]([C:16]2[CH:21]=[CH:20][C:19]([OH:22])=[C:18]([S:23][CH3:24])[CH:17]=2)[C:11]([O:13][CH2:14][CH3:15])=[O:12])=[CH:5][CH:4]=1)#[N:2].C([O-])([O-])=O.[Cs+].[Cs+].[CH:31](I)([CH3:33])[CH3:32].O. The catalyst is CC(C)=O. The product is [C:1]([C:3]1[CH:8]=[CH:7][C:6]([NH:9][CH:10]([C:16]2[CH:21]=[CH:20][C:19]([O:22][CH:31]([CH3:33])[CH3:32])=[C:18]([S:23][CH3:24])[CH:17]=2)[C:11]([O:13][CH2:14][CH3:15])=[O:12])=[CH:5][CH:4]=1)#[N:2]. The yield is 0.630.